Dataset: Reaction yield outcomes from USPTO patents with 853,638 reactions. Task: Predict the reaction yield, written as a fraction of the theoretical maximum amount of product (1.0 means a 100% yield; for example, 0.34 means a 34% yield). (1) The reactants are [CH2:1]([Si:3]([CH2:11][CH3:12])([CH2:9][CH3:10])[C:4]#[C:5][CH2:6][CH2:7][OH:8])[CH3:2].[C:13]1([CH3:23])[CH:18]=[CH:17][C:16]([S:19](Cl)(=[O:21])=[O:20])=[CH:15][CH:14]=1.N1C=CC=CC=1. The catalyst is ClCCl. The product is [CH3:23][C:13]1[CH:18]=[CH:17][C:16]([S:19]([O:8][CH2:7][CH2:6][C:5]#[C:4][Si:3]([CH2:1][CH3:2])([CH2:9][CH3:10])[CH2:11][CH3:12])(=[O:21])=[O:20])=[CH:15][CH:14]=1. The yield is 1.00. (2) The reactants are [CH2:1]([NH:13][C:14](=[O:33])[C:15]1[CH:20]=[C:19]([C:21]2[CH:26]=[CH:25][CH:24]=[C:23]([C:27]([F:30])([F:29])[F:28])[CH:22]=2)[C:18]([OH:31])=[C:17]([Br:32])[CH:16]=1)[CH2:2][CH2:3][CH2:4][CH2:5][CH2:6][CH2:7][CH2:8][CH2:9][CH2:10][CH2:11][CH3:12].C1COCC1.[OH-].[Na+].Cl[S:42]([C:45]1[CH:53]=[CH:52][C:48]([C:49]([OH:51])=[O:50])=[C:47]([OH:54])[CH:46]=1)(=[O:44])=[O:43]. The catalyst is C(O)C(N)(CO)CO. The product is [Br:32][C:17]1[C:18]([O:31][S:42]([C:45]2[CH:53]=[CH:52][C:48]([C:49]([OH:51])=[O:50])=[C:47]([OH:54])[CH:46]=2)(=[O:44])=[O:43])=[C:19]([C:21]2[CH:26]=[CH:25][CH:24]=[C:23]([C:27]([F:30])([F:29])[F:28])[CH:22]=2)[CH:20]=[C:15]([C:14](=[O:33])[NH:13][CH2:1][CH2:2][CH2:3][CH2:4][CH2:5][CH2:6][CH2:7][CH2:8][CH2:9][CH2:10][CH2:11][CH3:12])[CH:16]=1. The yield is 0.790. (3) The reactants are C(O[C:4](=[O:14])[CH2:5][C:6](=O)[C:7]1[CH:8]=[N:9][CH:10]=[CH:11][CH:12]=1)C.C(O)(=O)C(O)=O.[CH2:21]([NH:23][NH2:24])[CH3:22]. The catalyst is CC(O)=O. The product is [CH2:21]([N:23]1[C:4]([OH:14])=[CH:5][C:6]([C:7]2[CH:8]=[N:9][CH:10]=[CH:11][CH:12]=2)=[N:24]1)[CH3:22]. The yield is 0.225. (4) The reactants are [CH3:1][CH:2]1[CH2:7][CH2:6][C:5](=O)[CH:4]([CH2:9][C:10](=O)[C:11]2[S:12][CH:13]=[CH:14][N:15]=2)[CH2:3]1.[NH2:17][C:18]1[CH:26]=[CH:25][C:21]([C:22]([OH:24])=[O:23])=[CH:20][CH:19]=1. No catalyst specified. The product is [CH3:1][CH:2]1[CH2:7][CH2:6][C:5]2[N:17]([C:18]3[CH:26]=[CH:25][C:21]([C:22]([OH:24])=[O:23])=[CH:20][CH:19]=3)[C:10]([C:11]3[S:12][CH:13]=[CH:14][N:15]=3)=[CH:9][C:4]=2[CH2:3]1. The yield is 0.450.